Task: Predict the product of the given reaction.. Dataset: Forward reaction prediction with 1.9M reactions from USPTO patents (1976-2016) Given the reactants [CH3:1][C@H:2]([NH:11][CH3:12])[C@H:3]([OH:10])[C:4]1[CH:5]=[CH:6][CH:7]=[CH:8][CH:9]=1.[CH3:13][C@H:14]([NH:23][CH3:24])[C@@H:15]([OH:22])[C:16]1[CH:17]=[CH:18][CH:19]=[CH:20][CH:21]=1, predict the reaction product. The product is: [CH3:1][C@H:2]([NH:11][CH3:12])[C@H:3]([OH:10])[C:4]1[CH:5]=[CH:6][CH:7]=[CH:8][CH:9]=1.[CH3:13][C@H:14]([NH:23][CH3:24])[C@@H:15]([OH:22])[C:16]1[CH:17]=[CH:18][CH:19]=[CH:20][CH:21]=1.